This data is from Full USPTO retrosynthesis dataset with 1.9M reactions from patents (1976-2016). The task is: Predict the reactants needed to synthesize the given product. (1) The reactants are: [CH3:1][C:2]1[S:6][C:5]([C:7]2[CH:12]=[CH:11][CH:10]=[CH:9][CH:8]=2)=[N:4][C:3]=1[CH2:13][O:14][C:15]1[CH:19]=[C:18]([CH2:20][O:21][C:22]2[N:29]=[CH:28][CH:27]=[CH:26][C:23]=2[C:24]#N)[O:17][N:16]=1.C1(C)C=CC=CC=1.[H-].C([Al+]CC(C)C)C(C)C.[Cl-].[NH4+].C(OCC)(=[O:51])C. Given the product [CH3:1][C:2]1[S:6][C:5]([C:7]2[CH:8]=[CH:9][CH:10]=[CH:11][CH:12]=2)=[N:4][C:3]=1[CH2:13][O:14][C:15]1[CH:19]=[C:18]([CH2:20][O:21][C:22]2[N:29]=[CH:28][CH:27]=[CH:26][C:23]=2[CH:24]=[O:51])[O:17][N:16]=1, predict the reactants needed to synthesize it. (2) Given the product [F:12][C:7]1[C:8]([NH:9][C:32]2[CH:31]=[CH:33][CH:22]=[C:20]([OH:21])[CH:19]=2)=[N:3][C:4]([NH:13][C:14]2[CH:15]=[CH:16][C:17]3[O:21][C:20]([CH2:22][OH:23])=[CH:19][C:18]=3[CH:24]=2)=[N:5][CH:6]=1, predict the reactants needed to synthesize it. The reactants are: C1CO[C:8]2([NH2:9])[N:3]([C:4]([NH:13][C:14]3[CH:15]=[CH:16][C:17]4[O:21][C:20]([CH2:22][OH:23])=[CH:19][C:18]=4[CH:24]=3)=[N:5][CH:6]=[C:7]2[F:12])O1.CC(C[AlH]C[CH:31]([CH3:33])[CH3:32])C. (3) Given the product [CH3:1][NH:2][C:3]([C:5]1[C:10](=[O:11])[C:9]([C:12]2[CH:17]=[CH:16][CH:15]=[C:14]([C:18]([F:21])([F:20])[F:19])[CH:13]=2)=[C:8]([CH3:22])[N:7]([CH2:23][C:24]2[CH:29]=[CH:28][C:27]([C:30]#[N:31])=[CH:26][C:25]=2[S:36]([CH2:33][CH2:34][CH3:35])(=[O:38])=[O:37])[CH:6]=1)=[O:4], predict the reactants needed to synthesize it. The reactants are: [CH3:1][NH:2][C:3]([C:5]1[C:10](=[O:11])[C:9]([C:12]2[CH:17]=[CH:16][CH:15]=[C:14]([C:18]([F:21])([F:20])[F:19])[CH:13]=2)=[C:8]([CH3:22])[N:7]([CH2:23][C:24]2[CH:29]=[CH:28][C:27]([C:30]#[N:31])=[CH:26][C:25]=2Br)[CH:6]=1)=[O:4].[CH2:33]([S:36]([O-:38])=[O:37])[CH2:34][CH3:35].[Na+].N1CCC[C@H]1C(O)=O.C([O-])([O-])=O.[K+].[K+]. (4) Given the product [C:14]([NH:1][C:2]1[CH:3]=[CH:4][C:5]([CH2:8][CH2:9][CH2:10][C:11]([OH:13])=[O:12])=[CH:6][CH:7]=1)(=[O:16])[CH3:15], predict the reactants needed to synthesize it. The reactants are: [NH2:1][C:2]1[CH:7]=[CH:6][C:5]([CH2:8][CH2:9][CH2:10][C:11]([OH:13])=[O:12])=[CH:4][CH:3]=1.[C:14](OC(=O)C)(=[O:16])[CH3:15].[K+].[Br-].